The task is: Predict which catalyst facilitates the given reaction.. This data is from Catalyst prediction with 721,799 reactions and 888 catalyst types from USPTO. (1) Reactant: [Cl:1][C:2]1[CH:10]=[C:9]2[C:5]([CH:6]=[CH:7][NH:8]2)=[CH:4][C:3]=1[C:11]1[CH:16]=[CH:15][C:14]([O:17][CH2:18][CH3:19])=[CH:13][CH:12]=1.N1C=CC=CC=1.[Cl:26][C:27]([Cl:32])([Cl:31])[C:28](Cl)=[O:29].Cl. Product: [Cl:26][C:27]([Cl:32])([Cl:31])[C:28]([C:6]1[C:5]2[C:9](=[CH:10][C:2]([Cl:1])=[C:3]([C:11]3[CH:16]=[CH:15][C:14]([O:17][CH2:18][CH3:19])=[CH:13][CH:12]=3)[CH:4]=2)[NH:8][CH:7]=1)=[O:29]. The catalyst class is: 1. (2) Reactant: Br[C:2]1[CH:10]=[CH:9][C:5]2[CH2:6][CH2:7][O:8][C:4]=2[CH:3]=1.[Li]CCCC.CN([CH:19]=[O:20])C. Product: [O:8]1[C:4]2[CH:3]=[C:2]([CH:19]=[O:20])[CH:10]=[CH:9][C:5]=2[CH2:6][CH2:7]1. The catalyst class is: 134. (3) Reactant: [Cl:1][C:2]1[CH:7]=[CH:6][C:5]([Cl:8])=[CH:4][C:3]=1[C:9](=O)[CH3:10].[O:12]1[CH2:17][CH2:16][N:15]([S:18]([C:21]2[CH:22]=[C:23]([CH:28]=[CH:29][CH:30]=2)[C:24]([NH:26][NH2:27])=[O:25])(=[O:20])=[O:19])[CH2:14][CH2:13]1. Product: [Cl:1][C:2]1[CH:7]=[CH:6][C:5]([Cl:8])=[CH:4][C:3]=1/[C:9](=[N:27]/[NH:26][C:24](=[O:25])[C:23]1[CH:28]=[CH:29][CH:30]=[C:21]([S:18]([N:15]2[CH2:16][CH2:17][O:12][CH2:13][CH2:14]2)(=[O:19])=[O:20])[CH:22]=1)/[CH3:10]. The catalyst class is: 130. (4) The catalyst class is: 253. Product: [NH2:1][C:4]1[CH:5]=[CH:6][CH:7]=[C:8]2[C:12]=1[NH:11][C:10]([C:13]([O:15][CH2:16][CH3:17])=[O:14])=[CH:9]2. Reactant: [N+:1]([C:4]1[CH:5]=[CH:6][CH:7]=[C:8]2[C:12]=1[NH:11][C:10]([C:13]([O:15][CH2:16][CH3:17])=[O:14])=[CH:9]2)([O-])=O.S(S([O-])=O)([O-])=O.[Na+].[Na+].